Regression. Given a peptide amino acid sequence and an MHC pseudo amino acid sequence, predict their binding affinity value. This is MHC class II binding data. From a dataset of Peptide-MHC class II binding affinity with 134,281 pairs from IEDB. (1) The peptide sequence is STGEAHLAEENEGDN. The MHC is HLA-DQA10103-DQB10603 with pseudo-sequence HLA-DQA10103-DQB10603. The binding affinity (normalized) is 0. (2) The peptide sequence is LMDVVYSIALHPIDE. The MHC is DRB1_0401 with pseudo-sequence DRB1_0401. The binding affinity (normalized) is 0.405. (3) The peptide sequence is ENVLISPVSILSTLS. The MHC is DRB3_0101 with pseudo-sequence DRB3_0101. The binding affinity (normalized) is 0.326. (4) The peptide sequence is NPGGYVAYSKAATVT. The MHC is DRB1_0101 with pseudo-sequence DRB1_0101. The binding affinity (normalized) is 0.